This data is from Full USPTO retrosynthesis dataset with 1.9M reactions from patents (1976-2016). The task is: Predict the reactants needed to synthesize the given product. Given the product [Br:20][CH2:15][C:11]1[CH:10]=[C:9]([C:6]2[CH:7]=[CH:8][C:3]([C:2]([F:18])([F:17])[F:1])=[CH:4][CH:5]=2)[CH:14]=[CH:13][CH:12]=1, predict the reactants needed to synthesize it. The reactants are: [F:1][C:2]([F:18])([F:17])[C:3]1[CH:8]=[CH:7][C:6]([C:9]2[CH:14]=[CH:13][CH:12]=[C:11]([CH2:15]O)[CH:10]=2)=[CH:5][CH:4]=1.C(Br)(Br)(Br)[Br:20].C1C=CC(P(C2C=CC=CC=2)C2C=CC=CC=2)=CC=1.